Predict the reactants needed to synthesize the given product. From a dataset of Full USPTO retrosynthesis dataset with 1.9M reactions from patents (1976-2016). (1) The reactants are: [OH:1][CH:2]1[CH:7]([C:8]2[CH:13]=[CH:12][C:11]([OH:14])=[CH:10][CH:9]=2)[CH2:6][CH2:5][N:4]([C:15]([O:17][C:18]([CH3:21])([CH3:20])[CH3:19])=[O:16])[CH2:3]1.[CH2:22]([Br:25])[CH:23]=[CH2:24].C(=O)([O-])[O-].[K+].[K+]. Given the product [CH2:24]([O:14][C:11]1[CH:10]=[CH:9][C:8]([CH:7]2[CH2:6][CH2:5][N:4]([C:15]([O:17][C:18]([CH3:21])([CH3:20])[CH3:19])=[O:16])[CH2:3][CH:2]2[OH:1])=[CH:13][CH:12]=1)[CH:23]=[CH2:22].[Br:25][CH2:22][C:23]1[CH:6]=[CH:7][C:8]2[C:9](=[CH:10][CH:11]=[CH:12][CH:13]=2)[CH:24]=1, predict the reactants needed to synthesize it. (2) Given the product [ClH:7].[CH3:10][C:11]([CH3:15])([CH3:14])[C:12](=[NH:13])[O:1][CH3:2], predict the reactants needed to synthesize it. The reactants are: [O:1]1CCOC[CH2:2]1.[ClH:7].CO.[CH3:10][C:11]([CH3:15])([CH3:14])[C:12]#[N:13]. (3) Given the product [N:31]1[CH:32]=[CH:33][CH:34]=[N:35][C:30]=1[C:4]([C:6]1[N:7]=[CH:8][N:9]([C:11]2[CH:12]=[C:13]([C:17]3[CH:22]=[CH:21][CH:20]=[CH:19][C:18]=3[O:23][C:24]([F:26])([F:25])[F:27])[CH:14]=[CH:15][CH:16]=2)[CH:10]=1)=[O:5], predict the reactants needed to synthesize it. The reactants are: CON(C)[C:4]([C:6]1[N:7]=[CH:8][N:9]([C:11]2[CH:12]=[C:13]([C:17]3[CH:22]=[CH:21][CH:20]=[CH:19][C:18]=3[O:23][C:24]([F:27])([F:26])[F:25])[CH:14]=[CH:15][CH:16]=2)[CH:10]=1)=[O:5].Br[C:30]1[N:35]=[CH:34][CH:33]=[CH:32][N:31]=1. (4) Given the product [CH2:10]([O:17][C:18]([N:20]1[C:29]2[C:24](=[CH:25][C:26]([CH2:30][C:31]([CH3:33])([CH3:32])[CH3:34])=[CH:27][CH:28]=2)[CH:23]([NH2:35])[CH2:22][CH2:21]1)=[O:19])[C:11]1[CH:16]=[CH:15][CH:14]=[CH:13][CH:12]=1, predict the reactants needed to synthesize it. The reactants are: CP(C)C.C1COCC1.[CH2:10]([O:17][C:18]([N:20]1[C:29]2[C:24](=[CH:25][C:26]([CH2:30][C:31]([CH3:34])([CH3:33])[CH3:32])=[CH:27][CH:28]=2)[CH:23]([N:35]=[N+]=[N-])[CH2:22][CH2:21]1)=[O:19])[C:11]1[CH:16]=[CH:15][CH:14]=[CH:13][CH:12]=1. (5) Given the product [CH3:36][C:23]1[CH:22]=[CH:21][C:20]([NH:19][C:14](=[O:16])[C:13]2[CH:17]=[C:9]([CH2:8][NH:7][C:5]([C:1]([CH3:2])([CH3:3])[CH3:4])=[O:6])[CH:10]=[CH:11][C:12]=2[Cl:18])=[CH:35][C:24]=1[C:25]([NH:27][C:28]1[CH:33]=[CH:32][C:31]([Br:34])=[CH:30][CH:29]=1)=[O:26], predict the reactants needed to synthesize it. The reactants are: [C:1]([C:5]([NH:7][CH2:8][C:9]1[CH:10]=[CH:11][C:12]([Cl:18])=[C:13]([CH:17]=1)[C:14]([OH:16])=O)=[O:6])([CH3:4])([CH3:3])[CH3:2].[NH2:19][C:20]1[CH:21]=[CH:22][C:23]([CH3:36])=[C:24]([CH:35]=1)[C:25]([NH:27][C:28]1[CH:33]=[CH:32][C:31]([Br:34])=[CH:30][CH:29]=1)=[O:26].CN(C(ON1N=NC2C=CC=NC1=2)=[N+](C)C)C.F[P-](F)(F)(F)(F)F.